This data is from Reaction yield outcomes from USPTO patents with 853,638 reactions. The task is: Predict the reaction yield, written as a fraction of the theoretical maximum amount of product (1.0 means a 100% yield; for example, 0.34 means a 34% yield). (1) The reactants are [ClH:1].O1CCOCC1.OC(C(F)(F)F)=O.[N:15]1[CH:20]=[CH:19][CH:18]=[C:17]([O:21][CH2:22][CH:23]2[CH2:28][N:27](C(OC(C)(C)C)=O)[CH2:26][CH2:25][N:24]2[C:36]([O:38][CH2:39][C:40]2[CH:45]=[CH:44][C:43]([Cl:46])=[CH:42][CH:41]=2)=[O:37])[CH:16]=1. The catalyst is CO. The product is [ClH:46].[ClH:1].[N:15]1[CH:20]=[CH:19][CH:18]=[C:17]([O:21][CH2:22][CH:23]2[CH2:28][NH:27][CH2:26][CH2:25][N:24]2[C:36]([O:38][CH2:39][C:40]2[CH:41]=[CH:42][C:43]([Cl:46])=[CH:44][CH:45]=2)=[O:37])[CH:16]=1. The yield is 0.980. (2) The reactants are [C:1]([O:4][CH2:5][C:6]1[C:11]([N:12]2[CH2:24][CH2:23][N:15]3[C:16]4[CH2:17][CH2:18][CH2:19][CH2:20][C:21]=4[CH:22]=[C:14]3[C:13]2=[O:25])=[CH:10][C:9]([F:26])=[CH:8][C:7]=1B1OC(C)(C)C(C)(C)O1)(=[O:3])[CH3:2].Br[C:37]1[CH:38]=[C:39]([NH:45][C:46]2[CH:51]=[CH:50][C:49]([CH:52]3[CH2:55][N:54]([CH3:56])[CH2:53]3)=[CH:48][N:47]=2)[C:40](=[O:44])[N:41]([CH3:43])[CH:42]=1. No catalyst specified. The product is [C:1]([O:4][CH2:5][C:6]1[C:11]([N:12]2[CH2:24][CH2:23][N:15]3[C:16]4[CH2:17][CH2:18][CH2:19][CH2:20][C:21]=4[CH:22]=[C:14]3[C:13]2=[O:25])=[CH:10][C:9]([F:26])=[CH:8][C:7]=1[C:37]1[CH:38]=[C:39]([NH:45][C:46]2[CH:51]=[CH:50][C:49]([CH:52]3[CH2:53][N:54]([CH3:56])[CH2:55]3)=[CH:48][N:47]=2)[C:40](=[O:44])[N:41]([CH3:43])[CH:42]=1)(=[O:3])[CH3:2]. The yield is 0.520. (3) The reactants are O.[NH2:2][NH2:3].[Cl:4][C:5]1[CH:17]=[CH:16][C:8]([C:9]([CH2:11][C:12](OC)=[O:13])=O)=[CH:7][CH:6]=1. The catalyst is C(O)C. The product is [Cl:4][C:5]1[CH:17]=[CH:16][C:8]([C:9]2[NH:3][N:2]=[C:12]([OH:13])[CH:11]=2)=[CH:7][CH:6]=1. The yield is 0.551. (4) The reactants are Cl.[CH3:2][NH:3][CH3:4].[CH2:5]([O:23][C:24]1[CH:25]=[C:26]([CH:29]=[CH:30][C:31]=1[O:32][CH2:33][CH2:34][CH2:35][CH2:36][CH2:37][CH2:38][CH2:39][CH2:40]/[CH:41]=[CH:42]\[CH2:43]/[CH:44]=[CH:45]\[CH2:46][CH2:47][CH2:48][CH2:49][CH3:50])[CH:27]=O)[CH2:6][CH2:7][CH2:8][CH2:9][CH2:10][CH2:11][CH2:12]/[CH:13]=[CH:14]\[CH2:15]/[CH:16]=[CH:17]\[CH2:18][CH2:19][CH2:20][CH2:21][CH3:22].[BH4-].[Na+].N. The catalyst is C(O)C.CC(C)[O-].CC(C)[O-].CC(C)[O-].CC(C)[O-].[Ti+4].ClCCl. The product is [CH3:2][N:3]([CH2:27][C:26]1[CH:29]=[CH:30][C:31]([O:32][CH2:33][CH2:34][CH2:35][CH2:36][CH2:37][CH2:38][CH2:39][CH2:40]/[CH:41]=[CH:42]\[CH2:43]/[CH:44]=[CH:45]\[CH2:46][CH2:47][CH2:48][CH2:49][CH3:50])=[C:24]([O:23][CH2:5][CH2:6][CH2:7][CH2:8][CH2:9][CH2:10][CH2:11][CH2:12]/[CH:13]=[CH:14]\[CH2:15]/[CH:16]=[CH:17]\[CH2:18][CH2:19][CH2:20][CH2:21][CH3:22])[CH:25]=1)[CH3:4]. The yield is 0.740.